From a dataset of Full USPTO retrosynthesis dataset with 1.9M reactions from patents (1976-2016). Predict the reactants needed to synthesize the given product. (1) Given the product [NH2:26][C:25]1[NH:27][C:14](=[O:16])[CH:13]=[C:12]([CH2:11][CH2:10][C:7]2[CH:8]=[C:9]3[C:4]([CH:3]=[CH:2][NH:1]3)=[CH:5][CH:6]=2)[N:24]=1, predict the reactants needed to synthesize it. The reactants are: [NH:1]1[C:9]2[C:4](=[CH:5][CH:6]=[C:7]([CH2:10][CH2:11][C:12](=O)[CH2:13][C:14]([O:16]CC)=O)[CH:8]=2)[CH:3]=[CH:2]1.C(=O)(O)O.[NH2:24][C:25]([NH2:27])=[NH:26]. (2) Given the product [NH3:3].[CH2:28]([O:30][C:31]1[C:36]([CH:37]([CH3:39])[CH3:38])=[CH:25][C:26]([NH:22][C:15]([NH:14][C:11]2[CH:12]=[CH:13][C:8]([C:6]3[CH:5]=[CH:4][N:3]=[C:2]([CH3:1])[CH:7]=3)=[CH:9][CH:10]=2)=[O:16])=[C:33]([CH3:34])[CH:32]=1)[CH3:29], predict the reactants needed to synthesize it. The reactants are: [CH3:1][C:2]1[CH:7]=[C:6]([C:8]2[CH:13]=[CH:12][C:11]([NH2:14])=[CH:10][CH:9]=2)[CH:5]=[CH:4][N:3]=1.[C:15]([N:22]1[CH:26]=[CH:25]N=C1)(N1C=CN=C1)=[O:16].Cl.[CH2:28]([O:30][C:31]1[C:36]([CH:37]([CH3:39])[CH3:38])=C[C:34](N)=[C:33](C)[CH:32]=1)[CH3:29].C(N(CC)CC)C. (3) The reactants are: Cl.[C:2]([C:4]1([NH:7][C:8]([C@@H:10]2[CH2:14][C@@H:13]([S:15]([C:18]3[CH:23]=[CH:22][CH:21]=[CH:20][C:19]=3[C:24]([F:27])([F:26])[F:25])(=[O:17])=[O:16])[CH2:12][NH:11]2)=[O:9])[CH2:6][CH2:5]1)#[N:3].[N:28]1[CH:33]=[CH:32][C:31]([CH:34]=O)=[CH:30][CH:29]=1. Given the product [C:2]([C:4]1([NH:7][C:8]([C@@H:10]2[CH2:14][C@@H:13]([S:15]([C:18]3[CH:23]=[CH:22][CH:21]=[CH:20][C:19]=3[C:24]([F:27])([F:25])[F:26])(=[O:17])=[O:16])[CH2:12][N:11]2[CH2:34][C:31]2[CH:32]=[CH:33][N:28]=[CH:29][CH:30]=2)=[O:9])[CH2:5][CH2:6]1)#[N:3], predict the reactants needed to synthesize it. (4) The reactants are: [F:1][C:2]1[CH:7]=[CH:6][C:5]([CH:8]=[CH:9][C:10](O)=[O:11])=[CH:4][CH:3]=1.S(=O)(=O)(O)O. Given the product [F:1][C:2]1[CH:3]=[CH:4][C:5]([CH:8]=[CH:9][CH2:10][OH:11])=[CH:6][CH:7]=1, predict the reactants needed to synthesize it. (5) The reactants are: [CH3:1][N:2]1[C:11]2[C:6](=[CH:7][CH:8]=[CH:9][CH:10]=2)[CH:5]=[C:4]([C:12](O)=[O:13])[C:3]1=[O:15].C(Cl)(=O)C([Cl:19])=O.CN(C)C=O. Given the product [CH3:1][N:2]1[C:11]2[C:6](=[CH:7][CH:8]=[CH:9][CH:10]=2)[CH:5]=[C:4]([C:12]([Cl:19])=[O:13])[C:3]1=[O:15], predict the reactants needed to synthesize it. (6) Given the product [CH2:21]([O:28][C:29]([N:31]1[CH2:36][CH2:35][CH:34]([C:37](=[O:38])[NH:1][C:2]2[CH:12]=[CH:11][CH:10]=[C:4]([C:5]([O:7][CH3:8])=[O:6])[C:3]=2[OH:13])[CH2:33][CH2:32]1)=[O:30])[C:22]1[CH:27]=[CH:26][CH:25]=[CH:24][CH:23]=1, predict the reactants needed to synthesize it. The reactants are: [NH2:1][C:2]1[C:3]([OH:13])=[C:4]([CH:10]=[CH:11][CH:12]=1)[C:5]([O:7][CH2:8]C)=[O:6].C(N(CC)CC)C.[CH2:21]([O:28][C:29]([N:31]1[CH2:36][CH2:35][CH:34]([C:37](Cl)=[O:38])[CH2:33][CH2:32]1)=[O:30])[C:22]1[CH:27]=[CH:26][CH:25]=[CH:24][CH:23]=1. (7) Given the product [Cl:1][CH2:2][C:3]1[CH:40]=[CH:39][C:38]([C:42]([S:27][CH2:26][C@@H:25]([CH3:24])[C:28]([N:30]2[CH2:31][CH2:32][CH2:33][C@H:34]2[C:35]([OH:37])=[O:36])=[O:29])=[O:41])=[CH:7][CH:8]=1, predict the reactants needed to synthesize it. The reactants are: [Cl:1][CH2:2][C:3]1C(C(O)=O)=CC=[CH:7][CH:8]=1.C(N1C=CN=C1)(N1C=CN=C1)=O.[CH3:24][C@@H:25]([C:28]([N:30]1[C@H:34]([C:35]([OH:37])=[O:36])[CH2:33][CH2:32][CH2:31]1)=[O:29])[CH2:26][SH:27].[CH2:38]1[CH2:42][O:41][CH2:40][CH2:39]1. (8) Given the product [CH3:1][N:2]([C:26]1[CH:31]=[CH:30][C:29]([S:32]([CH3:35])(=[O:34])=[O:33])=[CH:28][CH:27]=1)[C@@H:3]1[CH2:7][CH2:6][N:5]([C:8]2[C:9]3[CH:16]=[CH:15][N:14]([CH2:17][O:18][CH2:19][CH2:20][Si:21]([CH3:23])([CH3:22])[CH3:24])[C:10]=3[N:11]=[CH:12][N:13]=2)[CH2:4]1, predict the reactants needed to synthesize it. The reactants are: [CH3:1][NH:2][C@@H:3]1[CH2:7][CH2:6][N:5]([C:8]2[C:9]3[CH:16]=[CH:15][N:14]([CH2:17][O:18][CH2:19][CH2:20][Si:21]([CH3:24])([CH3:23])[CH3:22])[C:10]=3[N:11]=[CH:12][N:13]=2)[CH2:4]1.F[C:26]1[CH:31]=[CH:30][C:29]([S:32]([CH3:35])(=[O:34])=[O:33])=[CH:28][CH:27]=1.C([O-])([O-])=O.[K+].[K+].O. (9) Given the product [Cl:31][C:25]1[CH:26]=[C:27]([Cl:30])[CH:28]=[CH:29][C:24]=1[NH:23][C:22]([N:19]1[CH2:18][CH2:17][CH:16]([C:13]2[C:12]3[C:7](=[CH:8][CH:9]=[C:10]([F:33])[CH:11]=3)[CH:6]=[C:5]([CH2:4][C:3]([OH:34])=[O:2])[C:14]=2[CH3:15])[CH2:21][CH2:20]1)=[O:32], predict the reactants needed to synthesize it. The reactants are: C[O:2][C:3](=[O:34])[CH2:4][C:5]1[C:14]([CH3:15])=[C:13]([CH:16]2[CH2:21][CH2:20][N:19]([C:22](=[O:32])[NH:23][C:24]3[CH:29]=[CH:28][C:27]([Cl:30])=[CH:26][C:25]=3[Cl:31])[CH2:18][CH2:17]2)[C:12]2[C:7](=[CH:8][CH:9]=[C:10]([F:33])[CH:11]=2)[CH:6]=1.O.[OH-].[Li+]. (10) Given the product [CH3:4][C:3]1[CH:14]=[C:15]2[N:16]([CH:2]=1)[CH:17]=[CH:18][C:19]([C:21]([F:22])([F:24])[F:23])=[CH:20]2, predict the reactants needed to synthesize it. The reactants are: Br[CH2:2][C:3](=O)[CH3:4].C(#N)C.C(=O)([O-])O.[Na+].[CH3:14][C:15]1[CH:20]=[C:19]([C:21]([F:24])([F:23])[F:22])[CH:18]=[CH:17][N:16]=1.